Task: Predict which catalyst facilitates the given reaction.. Dataset: Catalyst prediction with 721,799 reactions and 888 catalyst types from USPTO (1) Reactant: [CH2:1]([O:8][CH2:9][CH2:10][CH2:11][C@H:12]([C:21](=[O:26])N(OC)C)[CH2:13][C:14]([O:16][C:17]([CH3:20])([CH3:19])[CH3:18])=[O:15])[C:2]1[CH:7]=[CH:6][CH:5]=[CH:4][CH:3]=1.C1COCC1.[H-].C([Al+]CC(C)C)C(C)C.S(=O)(=O)(O)O. Product: [CH2:1]([O:8][CH2:9][CH2:10][CH2:11][C@H:12]([CH:21]=[O:26])[CH2:13][C:14]([O:16][C:17]([CH3:18])([CH3:20])[CH3:19])=[O:15])[C:2]1[CH:7]=[CH:6][CH:5]=[CH:4][CH:3]=1. The catalyst class is: 13. (2) Reactant: [Cl:1][C:2]1[CH:3]=[N:4][CH:5]=[C:6]([O:10]COC)[C:7]=1[CH:8]=[O:9].Cl.C([O-])([O-])=O.[K+].[K+]. Product: [Cl:1][C:2]1[CH:3]=[N:4][CH:5]=[C:6]([OH:10])[C:7]=1[CH:8]=[O:9]. The catalyst class is: 1. (3) Reactant: [CH:1]1[C:13]2[CH:12]([CH2:14][O:15][C:16]([NH:18][C@@H:19]([CH2:23][S:24][CH2:25][C@H:26]([O:41][CH2:42][CH2:43][CH2:44][CH2:45][CH2:46][CH2:47][CH2:48][CH2:49][CH2:50][CH2:51][CH2:52][CH3:53])[CH2:27][O:28][CH2:29][CH2:30][CH2:31][CH2:32][CH2:33][CH2:34][CH2:35][CH2:36][CH2:37][CH2:38][CH2:39][CH3:40])[C:20]([OH:22])=O)=[O:17])[C:11]3[C:6](=[CH:7][CH:8]=[CH:9][CH:10]=3)[C:5]=2[CH:4]=[CH:3][CH:2]=1.[NH2:54][CH2:55][CH2:56][O:57][CH2:58][CH2:59][O:60][CH2:61][CH2:62][O:63][CH2:64][CH2:65][P:66](=[O:73])([O:70][CH2:71][CH3:72])[O:67][CH2:68][CH3:69].CCN(C(C)C)C(C)C.CN(C(ON1N=NC2C=CC=CC1=2)=[N+](C)C)C.F[P-](F)(F)(F)(F)F. Product: [CH:10]1[C:11]2[CH:12]([CH2:14][O:15][C:16]([NH:18][C@@H:19]([CH2:23][S:24][CH2:25][C@H:26]([O:41][CH2:42][CH2:43][CH2:44][CH2:45][CH2:46][CH2:47][CH2:48][CH2:49][CH2:50][CH2:51][CH2:52][CH3:53])[CH2:27][O:28][CH2:29][CH2:30][CH2:31][CH2:32][CH2:33][CH2:34][CH2:35][CH2:36][CH2:37][CH2:38][CH2:39][CH3:40])[C:20](=[O:22])[NH:54][CH2:55][CH2:56][O:57][CH2:58][CH2:59][O:60][CH2:61][CH2:62][O:63][CH2:64][CH2:65][P:66](=[O:73])([O:67][CH2:68][CH3:69])[O:70][CH2:71][CH3:72])=[O:17])[C:13]3[C:5](=[CH:4][CH:3]=[CH:2][CH:1]=3)[C:6]=2[CH:7]=[CH:8][CH:9]=1. The catalyst class is: 2. (4) Reactant: [CH3:1][O:2][C:3](=[O:14])[C:4]1[CH:9]=[CH:8][C:7]([N+:10]([O-:12])=[O:11])=[CH:6][C:5]=1[NH2:13].C(N(CC)CC)C.[F:22][C:23]([F:35])([F:34])[O:24][C:25]1[CH:33]=[CH:32][C:28]([C:29](Cl)=[O:30])=[CH:27][CH:26]=1. Product: [CH3:1][O:2][C:3](=[O:14])[C:4]1[CH:9]=[CH:8][C:7]([N+:10]([O-:12])=[O:11])=[CH:6][C:5]=1[NH:13][C:29](=[O:30])[C:28]1[CH:32]=[CH:33][C:25]([O:24][C:23]([F:22])([F:34])[F:35])=[CH:26][CH:27]=1. The catalyst class is: 2. (5) Reactant: [Cl:1][C:2]1[CH:3]=[C:4]([CH:9]=[CH:10][C:11]=1[F:12])[C:5](=[N:7][OH:8])[NH2:6].[H-].[Na+].[Cl:15][C:16]1[CH:21]=[CH:20][CH:19]=[C:18]([Cl:22])[C:17]=1[NH:23][C:24]1[NH:28][C:27]2[C:29]3[CH2:30][C:31]([CH3:41])([CH3:40])[O:32][C:33]=3[C:34]([C:36](OC)=O)=[CH:35][C:26]=2[N:25]=1. Product: [Cl:1][C:2]1[CH:3]=[C:4]([C:5]2[N:6]=[C:36]([C:34]3[C:33]4[O:32][C:31]([CH3:41])([CH3:40])[CH2:30][C:29]=4[C:27]4[NH:28][C:24]([NH:23][C:17]5[C:18]([Cl:22])=[CH:19][CH:20]=[CH:21][C:16]=5[Cl:15])=[N:25][C:26]=4[CH:35]=3)[O:8][N:7]=2)[CH:9]=[CH:10][C:11]=1[F:12]. The catalyst class is: 1. (6) The catalyst class is: 7. Reactant: C[O:2][C:3](=[O:19])[C:4]1[CH:9]=[CH:8][C:7]([C:10]2[CH:15]=[CH:14][N:13]=[CH:12][C:11]=2[C:16]#[N:17])=[C:6]([F:18])[CH:5]=1.[OH-].[Na+].CO. Product: [C:16]([C:11]1[CH:12]=[N:13][CH:14]=[CH:15][C:10]=1[C:7]1[CH:8]=[CH:9][C:4]([C:3]([OH:19])=[O:2])=[CH:5][C:6]=1[F:18])#[N:17]. (7) Reactant: [CH3:1]C(C)([O-])C.[K+].[O:7]1[C:11]2[CH:12]=[CH:13][CH:14]=[CH:15][C:10]=2[CH:9]=[C:8]1[CH:16]1[CH2:21][CH2:20][CH:19]([CH:22]=[O:23])[CH2:18][CH2:17]1.IC. Product: [O:7]1[C:11]2[CH:12]=[CH:13][CH:14]=[CH:15][C:10]=2[CH:9]=[C:8]1[CH:16]1[CH2:17][CH2:18][C:19]([CH3:1])([CH:22]=[O:23])[CH2:20][CH2:21]1. The catalyst class is: 4.